From a dataset of Reaction yield outcomes from USPTO patents with 853,638 reactions. Predict the reaction yield, written as a fraction of the theoretical maximum amount of product (1.0 means a 100% yield; for example, 0.34 means a 34% yield). (1) The reactants are [CH3:1][CH:2]1[CH2:7][NH:6][CH2:5][CH2:4][NH:3]1.[Br:8][C:9]1[CH:14]=[CH:13][CH:12]=[CH:11][N:10]=1. No catalyst specified. The product is [BrH:8].[CH3:1][CH:2]1[NH:3][CH2:4][CH2:5][N:6]([C:9]2[CH:14]=[CH:13][CH:12]=[CH:11][N:10]=2)[CH2:7]1. The yield is 0.260. (2) The reactants are [NH2:1][C:2]1[CH:3]=[N:4][CH:5]=[CH:6][C:7]=1[C:8]1[N:13]=[C:12]([S:14][CH3:15])[N:11]=[C:10]([N:16]([C:24]([O:26][C:27]([CH3:30])([CH3:29])[CH3:28])=[O:25])[C:17]([O:19][C:20]([CH3:23])([CH3:22])[CH3:21])=[O:18])[CH:9]=1.[NH2:31][C:32]1[C:33]([C:39](O)=[O:40])=[N:34][C:35]([Br:38])=[CH:36][CH:37]=1.C(Cl)CCl.C1C=NC2N(O)N=NC=2C=1. The catalyst is CN(C=O)C. The product is [NH2:31][C:32]1[C:33]([C:39]([NH:1][C:2]2[CH:3]=[N:4][CH:5]=[CH:6][C:7]=2[C:8]2[CH:9]=[C:10]([N:16]([C:24]([O:26][C:27]([CH3:30])([CH3:29])[CH3:28])=[O:25])[C:17]([O:19][C:20]([CH3:22])([CH3:23])[CH3:21])=[O:18])[N:11]=[C:12]([S:14][CH3:15])[N:13]=2)=[O:40])=[N:34][C:35]([Br:38])=[CH:36][CH:37]=1. The yield is 0.300. (3) The reactants are [CH2:1]([C:3]1[NH:12][C:6]2[N:7]=[CH:8][N:9]=[C:10](O)[C:5]=2[C:4]=1[CH3:13])[CH3:2].P(Cl)(Cl)([Cl:16])=O. No catalyst specified. The product is [Cl:16][C:10]1[C:5]2[C:4]([CH3:13])=[C:3]([CH2:1][CH3:2])[NH:12][C:6]=2[N:7]=[CH:8][N:9]=1. The yield is 0.660. (4) The reactants are Cl.FC1C=C(C=CC=1)CN1C=C(C2C3C(=NC=C(C4C=CC(C5CCNCC5)=CC=4)C=3)N(S(C3C=CC(C)=CC=3)(=O)=O)C=2)C=N1.[F:46][C:47]1[CH:48]=[C:49]([CH:92]=[CH:93][CH:94]=1)[CH2:50][N:51]1[C:55]([CH3:56])=[C:54]([C:57]2[C:65]3[C:60](=[N:61][CH:62]=[C:63]([C:66]4[CH:67]=[C:68]([N:72]5[CH2:77][CH2:76][N:75]([CH2:78][CH2:79][OH:80])[CH2:74][CH2:73]5)[CH:69]=[CH:70][CH:71]=4)[CH:64]=3)[N:59](S(C3C=CC(C)=CC=3)(=O)=O)[CH:58]=2)[C:53]([CH3:91])=[N:52]1.[OH-].[Li+]. The catalyst is C1COCC1.CO.O. The product is [F:46][C:47]1[CH:48]=[C:49]([CH:92]=[CH:93][CH:94]=1)[CH2:50][N:51]1[C:55]([CH3:56])=[C:54]([C:57]2[C:65]3[C:60](=[N:61][CH:62]=[C:63]([C:66]4[CH:67]=[C:68]([N:72]5[CH2:77][CH2:76][N:75]([CH2:78][CH2:79][OH:80])[CH2:74][CH2:73]5)[CH:69]=[CH:70][CH:71]=4)[CH:64]=3)[NH:59][CH:58]=2)[C:53]([CH3:91])=[N:52]1. The yield is 0.160. (5) The reactants are [Cl:1][C:2]1[CH:7]=[CH:6][C:5]([C:8]2([OH:35])[CH2:13][CH2:12][N:11]([CH2:14][CH2:15][CH:16]=[C:17]3[C:23]4[CH:24]=[CH:25][CH:26]=[N:27][C:22]=4[CH2:21][O:20][C:19]4[CH:28]=[CH:29][C:30]([OH:32])=[CH:31][C:18]3=4)[CH2:10][C:9]2([CH3:34])[CH3:33])=[CH:4][CH:3]=1.[H-].[Na+].Br[CH2:39][C:40]([O:42][CH3:43])=[O:41]. The catalyst is CN(C)C=O. The product is [CH3:43][O:42][C:40](=[O:41])[CH2:39][O:32][C:30]1[CH:29]=[CH:28][C:19]2[O:20][CH2:21][C:22]3[N:27]=[CH:26][CH:25]=[CH:24][C:23]=3[C:17](=[CH:16][CH2:15][CH2:14][N:11]3[CH2:12][CH2:13][C:8]([C:5]4[CH:6]=[CH:7][C:2]([Cl:1])=[CH:3][CH:4]=4)([OH:35])[C:9]([CH3:33])([CH3:34])[CH2:10]3)[C:18]=2[CH:31]=1. The yield is 0.480. (6) The reactants are [CH3:1][N:2]1[CH2:8][CH2:7][CH2:6][C:5]2[CH:9]=[CH:10][C:11]([NH2:13])=[CH:12][C:4]=2[CH2:3]1.N1C=CC=CC=1.[Cl:20][C:21]1[C:26]([Cl:27])=[CH:25][CH:24]=[CH:23][C:22]=1[S:28](Cl)(=[O:30])=[O:29]. The yield is 0.110. The product is [Cl:20][C:21]1[C:26]([Cl:27])=[CH:25][CH:24]=[CH:23][C:22]=1[S:28]([NH:13][C:11]1[CH:10]=[CH:9][C:5]2[CH2:6][CH2:7][CH2:8][N:2]([CH3:1])[CH2:3][C:4]=2[CH:12]=1)(=[O:30])=[O:29]. The catalyst is ClCCl.